From a dataset of Full USPTO retrosynthesis dataset with 1.9M reactions from patents (1976-2016). Predict the reactants needed to synthesize the given product. (1) Given the product [Cl:1][C:2]1[C:10]2[O:9][CH:8](/[CH:11]=[CH:12]/[C:13]([OH:15])=[O:14])[CH2:7][C:6]=2[C:5]([C:18]2[CH:19]=[CH:20][C:21]([S:24]([N:27]3[CH2:32][CH2:31][O:30][CH2:29][CH2:28]3)(=[O:25])=[O:26])=[CH:22][CH:23]=2)=[CH:4][CH:3]=1, predict the reactants needed to synthesize it. The reactants are: [Cl:1][C:2]1[C:10]2[O:9][CH:8](/[CH:11]=[CH:12]/[C:13]([O:15]CC)=[O:14])[CH2:7][C:6]=2[C:5]([C:18]2[CH:23]=[CH:22][C:21]([S:24]([N:27]3[CH2:32][CH2:31][O:30][CH2:29][CH2:28]3)(=[O:26])=[O:25])=[CH:20][CH:19]=2)=[CH:4][CH:3]=1.[Li+].[OH-].O.Cl. (2) Given the product [Br:21][C:19]1[O:18][C:15]2[CH:16]=[CH:17][N:12]([C:9]3[CH:8]=[C:7]4[C:6](=[CH:11][CH:10]=3)[NH:5][N:1]=[CH:23]4)[C:13](=[O:22])[C:14]=2[CH:20]=1, predict the reactants needed to synthesize it. The reactants are: [N:1]([O-])=O.[Na+].[NH2:5][C:6]1[CH:11]=[CH:10][C:9]([N:12]2[CH:17]=[CH:16][C:15]3[O:18][C:19]([Br:21])=[CH:20][C:14]=3[C:13]2=[O:22])=[CH:8][C:7]=1[CH3:23]. (3) Given the product [F:33][C@H:34]1[C@@H:39]([NH:40][C:41](=[O:50])[O:42][CH2:43][C:44]2[CH:49]=[CH:48][CH:47]=[CH:46][CH:45]=2)[CH2:38][CH2:37][N:36]([C:7]2[CH:8]=[CH:9][CH:10]=[C:11]3[C:16]=2[N:15]=[C:14]([C:17]2[N:21]4[CH:22]=[CH:23][C:24]([O:26][CH2:27][CH2:28][O:29][CH3:30])=[CH:25][C:20]4=[N:19][CH:18]=2)[CH:13]=[CH:12]3)[CH2:35]1, predict the reactants needed to synthesize it. The reactants are: FC(F)(F)S(O[C:7]1[CH:8]=[CH:9][CH:10]=[C:11]2[C:16]=1[N:15]=[C:14]([C:17]1[N:21]3[CH:22]=[CH:23][C:24]([O:26][CH2:27][CH2:28][O:29][CH3:30])=[CH:25][C:20]3=[N:19][CH:18]=1)[CH:13]=[CH:12]2)(=O)=O.[F:33][C@H:34]1[C@@H:39]([NH:40][C:41](=[O:50])[O:42][CH2:43][C:44]2[CH:49]=[CH:48][CH:47]=[CH:46][CH:45]=2)[CH2:38][CH2:37][NH:36][CH2:35]1.C(=O)([O-])[O-].[Cs+].[Cs+]. (4) Given the product [C:26]([CH2:28][CH:29]([CH:30]1[CH2:35][CH2:34][N:33]([C:36]([O:38][C:39]([CH3:42])([CH3:41])[CH3:40])=[O:37])[CH2:32][CH2:31]1)[N:15]1[CH:14]=[C:13]([C:11]2[N:10]3[CH:18]=[CH:19][N:20]=[C:9]3[CH:8]=[C:7]([C:5]3[CH:4]=[N:3][N:2]([CH3:1])[CH:6]=3)[N:12]=2)[CH:17]=[N:16]1)#[N:27], predict the reactants needed to synthesize it. The reactants are: [CH3:1][N:2]1[CH:6]=[C:5]([C:7]2[N:12]=[C:11]([C:13]3[CH:14]=[N:15][NH:16][CH:17]=3)[N:10]3[CH:18]=[CH:19][N:20]=[C:9]3[CH:8]=2)[CH:4]=[N:3]1.CN(C=O)C.[C:26]([CH:28]=[CH:29][CH:30]1[CH2:35][CH2:34][N:33]([C:36]([O:38][C:39]([CH3:42])([CH3:41])[CH3:40])=[O:37])[CH2:32][CH2:31]1)#[N:27].C1CCN2C(=NCCC2)CC1. (5) Given the product [Br:1][C:2]1[C:3]([F:11])=[C:4]([CH:8]=[CH:9][CH:10]=1)[C:5]([Cl:15])=[O:6], predict the reactants needed to synthesize it. The reactants are: [Br:1][C:2]1[C:3]([F:11])=[C:4]([CH:8]=[CH:9][CH:10]=1)[C:5](O)=[O:6].C(Cl)(=O)C([Cl:15])=O.CN(C=O)C. (6) Given the product [C:30]([C:26]1[C:25]([O:33][CH3:34])=[C:24]([CH:11]2[CH2:14][N:13]([C:15]([O:17][C:18]([CH3:21])([CH3:20])[CH3:19])=[O:16])[CH2:12]2)[C:23]([Cl:22])=[C:28]([Cl:29])[CH:27]=1)(=[O:32])[CH3:31], predict the reactants needed to synthesize it. The reactants are: BrCCBr.Cl[Si](C)(C)C.I[CH:11]1[CH2:14][N:13]([C:15]([O:17][C:18]([CH3:21])([CH3:20])[CH3:19])=[O:16])[CH2:12]1.[Cl:22][C:23]1[C:28]([Cl:29])=[CH:27][C:26]([C:30](=[O:32])[CH3:31])=[C:25]([O:33][CH3:34])[C:24]=1I. (7) Given the product [NH2:11]/[CH:10]=[C:9](\[N:3]([CH2:1][CH3:2])[C:4](=[O:8])[CH:5]([F:7])[F:6])/[C:13](=[O:12])[CH3:14], predict the reactants needed to synthesize it. The reactants are: [CH2:1]([N:3]([C:9]1[CH:10]=[N:11][O:12][C:13]=1[CH3:14])[C:4](=[O:8])[CH:5]([F:7])[F:6])[CH3:2]. (8) Given the product [C:13]([O:16][C:17]([N:5]1[CH2:6][C@H:2]([OH:1])[CH2:3][C@@H:4]1[C:7]([OH:9])=[O:8])=[O:18])([CH3:15])([CH3:14])[CH3:12], predict the reactants needed to synthesize it. The reactants are: [OH:1][C@H:2]1[CH2:6][NH:5][C@@H:4]([C:7]([OH:9])=[O:8])[CH2:3]1.[OH-].[Na+].[CH3:12][C:13]([O:16][C:17](O[C:17]([O:16][C:13]([CH3:15])([CH3:14])[CH3:12])=[O:18])=[O:18])([CH3:15])[CH3:14].C(O)(=O)CC(CC(O)=O)(C(O)=O)O. (9) The reactants are: [CH:1]1([C:6]([C:8]2[CH:9]=[C:10]([CH2:23][C:24](O)=[O:25])[CH:11]=[CH:12][C:13]=2[NH:14][C:15]([NH:17][C:18]2[S:19][CH:20]=[CH:21][N:22]=2)=[O:16])=[O:7])[CH2:5][CH2:4][CH2:3][CH2:2]1.[CH3:27][NH2:28].C1COCC1. Given the product [CH:1]1([C:6]([C:8]2[CH:9]=[C:10]([CH2:23][C:24]([NH:28][CH3:27])=[O:25])[CH:11]=[CH:12][C:13]=2[NH:14][C:15]([NH:17][C:18]2[S:19][CH:20]=[CH:21][N:22]=2)=[O:16])=[O:7])[CH2:2][CH2:3][CH2:4][CH2:5]1, predict the reactants needed to synthesize it.